This data is from Full USPTO retrosynthesis dataset with 1.9M reactions from patents (1976-2016). The task is: Predict the reactants needed to synthesize the given product. (1) Given the product [NH:31]1[CH2:32][CH2:33][CH:28]([C:25]2[CH:24]=[CH:23][C:22]([C:19]3[CH:20]=[C:21]4[C:13]([C:11]5[CH:10]=[N:9][N:8]([CH2:7][C:2]6[CH:3]=[CH:4][CH:5]=[CH:6][N:1]=6)[CH:12]=5)=[CH:14][NH:15][C:16]4=[N:17][CH:18]=3)=[CH:27][CH:26]=2)[CH2:29][CH2:30]1, predict the reactants needed to synthesize it. The reactants are: [N:1]1[CH:6]=[CH:5][CH:4]=[CH:3][C:2]=1[CH2:7][N:8]1[CH:12]=[C:11]([C:13]2[C:21]3[C:16](=[N:17][CH:18]=[C:19]([C:22]4[CH:27]=[CH:26][C:25]([CH:28]5[CH2:33][CH2:32][N:31](C(OC(C)(C)C)=O)[CH2:30][CH2:29]5)=[CH:24][CH:23]=4)[CH:20]=3)[NH:15][CH:14]=2)[CH:10]=[N:9]1. (2) The reactants are: C([P:4]([CH2:9][O:10][C:11]1[CH:20]=[C:19]2[C:14]([C:15](=[O:31])[CH:16]=[C:17]([C:21]3[CH:26]=[CH:25][C:24]([O:27][CH3:28])=[C:23]([O:29][CH3:30])[CH:22]=3)[O:18]2)=[C:13]([O:32][CH3:33])[CH:12]=1)([CH:6]([CH3:8])[CH3:7])=[O:5])(C)C.[N-]=[N+]=[N-].[Na+].CN(C)C=[O:41].C(OCC)(=O)C. Given the product [OH:5][P:4]([CH2:9][O:10][C:11]1[CH:20]=[C:19]2[C:14]([C:15](=[O:31])[CH:16]=[C:17]([C:21]3[CH:26]=[CH:25][C:24]([O:27][CH3:28])=[C:23]([O:29][CH3:30])[CH:22]=3)[O:18]2)=[C:13]([O:32][CH3:33])[CH:12]=1)([CH:6]([CH3:7])[CH3:8])=[O:41], predict the reactants needed to synthesize it. (3) Given the product [CH3:12][C:13]1([CH3:22])[CH2:18][CH:17]([OH:19])[CH2:16][C:15]([CH3:21])([CH3:20])[N:14]1[N:8]=[N:1][C:2]1[CH:7]=[CH:6][CH:5]=[CH:4][CH:3]=1, predict the reactants needed to synthesize it. The reactants are: [NH2:1][C:2]1[CH:7]=[CH:6][CH:5]=[CH:4][CH:3]=1.[N:8]([O-])=O.[Na+].[CH3:12][C:13]1([CH3:22])[CH2:18][CH:17]([OH:19])[CH2:16][C:15]([CH3:21])([CH3:20])[NH:14]1.[OH-].[Na+]. (4) Given the product [C:9]([OH:10])(=[O:25])[CH2:8][CH2:7][CH2:6][CH2:5][CH2:4][CH2:3][CH2:2][C:14]#[C:13][CH2:12][CH2:11][CH2:16][CH2:30][CH2:29][CH2:28][CH2:33][CH3:32].[CH:2]#[C:3][CH2:4][CH2:19][CH2:20][CH2:21][CH2:22][CH2:23][CH2:18][CH3:17], predict the reactants needed to synthesize it. The reactants are: Br[CH2:2][CH2:3][CH2:4][CH2:5][CH2:6][CH2:7][CH2:8][CH2:9][OH:10].[CH2:11]1[CH2:16]O[CH:14]=[CH:13][CH2:12]1.[CH3:17][C:18]1[CH:23]=[CH:22][C:21](S([O-])(=O)=[O:25])=[CH:20][CH:19]=1.[CH:28]1[CH:33]=[CH:32][NH+]=[CH:30][CH:29]=1. (5) Given the product [CH:1]([C:4]1[CH:5]=[N:6][C:7]([N:10]2[CH2:15][CH2:14][CH:13]([C@H:16]3[CH2:18][C@H:17]3[CH2:19][O:20][CH2:49][C:48]3[CH:47]=[CH:46][C:45]([S:42]([CH3:41])(=[O:44])=[O:43])=[CH:52][CH:51]=3)[CH2:12][CH2:11]2)=[N:8][CH:9]=1)([CH3:3])[CH3:2], predict the reactants needed to synthesize it. The reactants are: [CH:1]([C:4]1[CH:5]=[N:6][C:7]([N:10]2[CH2:15][CH2:14][CH:13]([C@H:16]3[CH2:18][C@H:17]3[CH2:19][OH:20])[CH2:12][CH2:11]2)=[N:8][CH:9]=1)([CH3:3])[CH3:2].IC[C@@H]1C[C@@H]1C1CCN(C2N=CC(C(C)C)=CN=2)CC1.[CH3:41][S:42]([C:45]1[CH:52]=[CH:51][C:48]([CH2:49]O)=[CH:47][CH:46]=1)(=[O:44])=[O:43]. (6) Given the product [CH3:1][O:2][C:3]([C:5]1[C:6]2[CH:7]=[CH:8][CH:9]=[N:10][C:11]=2[CH:12]=[C:13]([CH3:17])[C:14]=1[NH2:15])=[O:4], predict the reactants needed to synthesize it. The reactants are: [CH3:1][O:2][C:3]([C:5]1[C:6]2[CH:7]=[CH:8][CH:9]=[N:10][C:11]=2[CH:12]=[C:13](Br)[C:14]=1[NH2:15])=[O:4].[C:17]([O-])([O-])=O.[K+].[K+].CB1OB(C)OB(C)O1.